From a dataset of Full USPTO retrosynthesis dataset with 1.9M reactions from patents (1976-2016). Predict the reactants needed to synthesize the given product. (1) Given the product [N:12]1([C:2]([O:4][CH2:5][C:6]2[CH:11]=[CH:10][CH:9]=[CH:8][CH:7]=2)=[O:3])[CH2:17][CH2:16][CH2:15][CH:14]([C:18]([O:20][CH2:21][CH3:22])=[O:19])[CH2:13]1, predict the reactants needed to synthesize it. The reactants are: Cl[C:2]([O:4][CH2:5][C:6]1[CH:11]=[CH:10][CH:9]=[CH:8][CH:7]=1)=[O:3].[NH:12]1[CH2:17][CH2:16][CH2:15][CH:14]([C:18]([O:20][CH2:21][CH3:22])=[O:19])[CH2:13]1.C(N(CC)CC)C. (2) The reactants are: [CH2:1]([O:8]N)[C:2]1[CH:7]=[CH:6][CH:5]=[CH:4][CH:3]=1.Cl.C(Cl)Cl.[BH3-][C:15]#[N:16].[Na+].Cl. Given the product [CH2:1]([O:8][NH:16][CH2:15][C:2]1[CH:7]=[CH:6][CH:5]=[CH:4][CH:3]=1)[C:2]1[CH:7]=[CH:6][CH:5]=[CH:4][CH:3]=1, predict the reactants needed to synthesize it. (3) Given the product [CH3:6][NH:8][C@H:9]([C:10]([NH:35][C@@H:32]1[C@@H:30]2[C@@H:29]([CH2:28][N:27]([C:24]3[CH:23]=[CH:22][C:21]([C:20]([F:19])([F:36])[F:37])=[CH:26][CH:25]=3)[CH2:31]2)[CH2:34][CH2:33]1)=[O:11])[CH3:13], predict the reactants needed to synthesize it. The reactants are: C(O[C:6]([N:8](C)[C@@H:9]([CH2:13]C(C)(C)C)[C:10](O)=[O:11])=O)(C)(C)C.[F:19][C:20]([F:37])([F:36])[C:21]1[CH:26]=[CH:25][C:24]([N:27]2[CH2:31][C@@H:30]3[C@@H:32]([NH2:35])[CH2:33][CH2:34][C@@H:29]3[CH2:28]2)=[CH:23][CH:22]=1.FC(F)(F)C1N=C(N2C[C@@H]3[C@@H](N)CC[C@@H]3C2)C=CC=1. (4) Given the product [Cl:16][C:13]1[CH:14]=[CH:15][C:6]([O:5][CH2:4][C:3]([OH:30])=[O:2])=[C:7]2[C:12]=1[N:11]=[C:10]([O:17][CH:18]([F:19])[F:20])[C:9]([CH2:21][C:22]1[CH:23]=[CH:24][C:25]([Cl:28])=[CH:26][CH:27]=1)=[C:8]2[CH3:29], predict the reactants needed to synthesize it. The reactants are: C[O:2][C:3](=[O:30])[CH2:4][O:5][C:6]1[CH:15]=[CH:14][C:13]([Cl:16])=[C:12]2[C:7]=1[C:8]([CH3:29])=[C:9]([CH2:21][C:22]1[CH:27]=[CH:26][C:25]([Cl:28])=[CH:24][CH:23]=1)[C:10]([O:17][CH:18]([F:20])[F:19])=[N:11]2.CO.O.[OH-].[Na+].